The task is: Predict the reactants needed to synthesize the given product.. This data is from Full USPTO retrosynthesis dataset with 1.9M reactions from patents (1976-2016). (1) Given the product [C:29]([NH:3][CH:4]([C:16]1[CH:21]=[CH:20][CH:19]=[CH:18][CH:17]=1)[C:5]([O:7][C@@H:8]1[CH:13]2[CH2:12][CH2:11][N:10]([CH2:15][CH2:14]2)[CH2:9]1)=[O:6])(=[O:31])[CH3:30], predict the reactants needed to synthesize it. The reactants are: Cl.Cl.[NH2:3][CH:4]([C:16]1[CH:21]=[CH:20][CH:19]=[CH:18][CH:17]=1)[C:5]([O:7][C@@H:8]1[CH:13]2[CH2:14][CH2:15][N:10]([CH2:11][CH2:12]2)[CH2:9]1)=[O:6].C(N(CC)CC)C.[C:29](Cl)(=[O:31])[CH3:30]. (2) Given the product [N:17]1([CH2:23][CH2:24][O:25][C:26]2[CH:27]=[C:28]([C:32]([CH2:33][CH2:34][CH2:35][CH3:36])=[C:8]([C:10]3[CH:15]=[CH:14][C:13]([OH:16])=[CH:12][CH:11]=3)[C:5]3[CH:6]=[CH:7][C:2]([OH:1])=[CH:3][CH:4]=3)[CH:29]=[CH:30][CH:31]=2)[CH2:22][CH2:21][CH2:20][CH2:19][CH2:18]1, predict the reactants needed to synthesize it. The reactants are: [OH:1][C:2]1[CH:7]=[CH:6][C:5]([C:8]([C:10]2[CH:15]=[CH:14][C:13]([OH:16])=[CH:12][CH:11]=2)=O)=[CH:4][CH:3]=1.[N:17]1([CH2:23][CH2:24][O:25][C:26]2[CH:27]=[C:28]([C:32](=O)[CH2:33][CH2:34][CH2:35][CH3:36])[CH:29]=[CH:30][CH:31]=2)[CH2:22][CH2:21][CH2:20][CH2:19][CH2:18]1. (3) Given the product [F:1][C:2]1[CH:3]=[C:4]([C@H:9]2[CH2:13][CH2:12][CH2:11][N:10]2[C:14]2[CH:19]=[CH:18][N:17]3[N:20]=[CH:21][C:22]([C:23]([OH:25])=[O:24])=[C:16]3[N:15]=2)[C:5]([CH3:8])=[N:6][CH:7]=1, predict the reactants needed to synthesize it. The reactants are: [F:1][C:2]1[CH:3]=[C:4]([C@H:9]2[CH2:13][CH2:12][CH2:11][N:10]2[C:14]2[CH:19]=[CH:18][N:17]3[N:20]=[CH:21][C:22]([C:23]([O:25]CC)=[O:24])=[C:16]3[N:15]=2)[C:5]([CH3:8])=[N:6][CH:7]=1.C1COCC1.CO.O.[OH-].[Li+].